This data is from Full USPTO retrosynthesis dataset with 1.9M reactions from patents (1976-2016). The task is: Predict the reactants needed to synthesize the given product. Given the product [C:12]1([S:9]([C:6]2[CH:7]=[CH:8][C:3]([CH2:2][P:20](=[O:23])([O:21][CH3:22])[O:19][CH3:18])=[CH:4][CH:5]=2)(=[O:11])=[O:10])[CH:17]=[CH:16][CH:15]=[CH:14][CH:13]=1, predict the reactants needed to synthesize it. The reactants are: Br[CH2:2][C:3]1[CH:8]=[CH:7][C:6]([S:9]([C:12]2[CH:17]=[CH:16][CH:15]=[CH:14][CH:13]=2)(=[O:11])=[O:10])=[CH:5][CH:4]=1.[CH3:18][O:19][P:20]([O:23]C)[O:21][CH3:22].